This data is from NCI-60 drug combinations with 297,098 pairs across 59 cell lines. The task is: Regression. Given two drug SMILES strings and cell line genomic features, predict the synergy score measuring deviation from expected non-interaction effect. Drug 1: CC1=C2C(C(=O)C3(C(CC4C(C3C(C(C2(C)C)(CC1OC(=O)C(C(C5=CC=CC=C5)NC(=O)OC(C)(C)C)O)O)OC(=O)C6=CC=CC=C6)(CO4)OC(=O)C)OC)C)OC. Drug 2: CC1C(C(CC(O1)OC2CC(OC(C2O)C)OC3=CC4=CC5=C(C(=O)C(C(C5)C(C(=O)C(C(C)O)O)OC)OC6CC(C(C(O6)C)O)OC7CC(C(C(O7)C)O)OC8CC(C(C(O8)C)O)(C)O)C(=C4C(=C3C)O)O)O)O. Cell line: HOP-62. Synergy scores: CSS=20.3, Synergy_ZIP=0.917, Synergy_Bliss=-2.89, Synergy_Loewe=-21.5, Synergy_HSA=-3.18.